From a dataset of Full USPTO retrosynthesis dataset with 1.9M reactions from patents (1976-2016). Predict the reactants needed to synthesize the given product. (1) Given the product [Cl-:1].[K+:5].[Cl-:1].[Cl-:1].[Ca+2:3].[Li+:6].[Cl-:1].[Cl-:1].[Cl-:1].[Ca+2:3], predict the reactants needed to synthesize it. The reactants are: [Cl-:1].[Cl-].[Ca+2:3].[Cl-].[K+:5].[Li+:6].[Cl-]. (2) Given the product [C:1]12([OH:22])[CH2:10][CH:5]3[CH2:6][CH:7]([CH2:9][CH:3]([CH2:4]3)[CH2:2]1)[CH2:8]2.[CH:12]12[CH2:21][CH:16]3[CH2:17][CH:18]([CH2:20][CH:14]([CH2:15]3)[C:13]1=[O:22])[CH2:19]2.[CH:1]12[CH2:10][CH:5]3[CH2:6][CH:7]([CH2:9][CH:3]([CH2:4]3)[CH:2]1[OH:11])[CH2:8]2, predict the reactants needed to synthesize it. The reactants are: [CH:1]12[CH2:10][CH:5]3[CH2:6][CH:7]([CH2:9][CH:3]([CH2:4]3)[C:2]1=[O:11])[CH2:8]2.[CH:12]12[CH2:21][CH:16]3[CH2:17][CH:18]([CH2:20][CH:14]([CH2:15]3)[CH:13]1[OH:22])[CH2:19]2. (3) Given the product [CH3:15][N:14]([CH2:16][C:17]1[CH:18]=[CH:19][C:20](/[CH:21]=[CH:22]/[C:2]2[N:12]=[CH:11][CH:10]=[CH:9][C:3]=2[C:4]([O:6][CH2:7][CH3:8])=[O:5])=[CH:23][CH:24]=1)[CH3:13], predict the reactants needed to synthesize it. The reactants are: Cl[C:2]1[N:12]=[CH:11][CH:10]=[CH:9][C:3]=1[C:4]([O:6][CH2:7][CH3:8])=[O:5].[CH3:13][N:14]([CH2:16][C:17]1[CH:24]=[CH:23][C:20]([CH:21]=[CH2:22])=[CH:19][CH:18]=1)[CH3:15].C(N(CC)CC)C.C1(C)C=CC=CC=1P(C1C=CC=CC=1C)C1C=CC=CC=1C. (4) Given the product [O:1]1[C:5]2[CH:6]=[CH:7][C:8]([C:10]3([OH:29])[C:18]4[C:13](=[CH:14][CH:15]=[C:16]([C:32]5[CH:33]=[CH:34][C:35]6[O:40][CH2:39][O:41][C:30]=6[CH:31]=5)[CH:17]=4)[N:12]([CH2:20][C:21]4[CH:26]=[CH:25][C:24]([Cl:27])=[CH:23][CH:22]=4)[C:11]3=[O:28])=[CH:9][C:4]=2[O:3][CH2:2]1, predict the reactants needed to synthesize it. The reactants are: [O:1]1[C:5]2[CH:6]=[CH:7][C:8]([C:10]3([OH:29])[C:18]4[C:13](=[CH:14][CH:15]=[C:16](Br)[CH:17]=4)[N:12]([CH2:20][C:21]4[CH:26]=[CH:25][C:24]([Cl:27])=[CH:23][CH:22]=4)[C:11]3=[O:28])=[CH:9][C:4]=2[O:3][CH2:2]1.[C:30]1(B(O)O)[CH:35]=[CH:34][CH:33]=[CH:32][CH:31]=1.[C:39]([O-])([O-:41])=[O:40].[Na+].[Na+]. (5) Given the product [CH:1]1([S:4]([C:7]2[CH:8]=[CH:9][C:10]([CH:13]([C:21]3[NH:25][C:24]([C:26]4[N:31]=[CH:30][C:29]([CH:32]([OH:33])[C:34]5([OH:38])[CH2:37][CH2:36][CH2:35]5)=[CH:28][CH:27]=4)=[CH:23][CH:22]=3)[CH2:14][CH:15]3[CH2:16][CH2:17][O:18][CH2:19][CH2:20]3)=[CH:11][CH:12]=2)(=[O:6])=[O:5])[CH2:3][CH2:2]1, predict the reactants needed to synthesize it. The reactants are: [CH:1]1([S:4]([C:7]2[CH:12]=[CH:11][C:10]([CH:13]([C:21]3[NH:25][C:24]([C:26]4[N:31]=[CH:30][C:29]([CH:32]=[O:33])=[CH:28][CH:27]=4)=[CH:23][CH:22]=3)[CH2:14][CH:15]3[CH2:20][CH2:19][O:18][CH2:17][CH2:16]3)=[CH:9][CH:8]=2)(=[O:6])=[O:5])[CH2:3][CH2:2]1.[C:34]1(=[O:38])[CH2:37][CH2:36][CH2:35]1.C(=O)([O-])O.[Na+]. (6) Given the product [CH:6]1([C:9]2[C:10]([CH2:19][OH:20])=[C:11]3[CH2:17][O:18][C:24]([CH3:26])([CH3:23])[O:16][C:12]3=[C:13]([CH3:15])[N:14]=2)[CH2:7][CH2:8]1, predict the reactants needed to synthesize it. The reactants are: S(=O)(=O)(O)O.[CH:6]1([C:9]2[N:14]=[C:13]([CH3:15])[C:12]([OH:16])=[C:11]([CH2:17][OH:18])[C:10]=2[CH2:19][OH:20])[CH2:8][CH2:7]1.[OH-].[Na+].[CH3:23][C:24]([CH3:26])=O. (7) Given the product [CH:18]1([C:21]([N:1]2[CH2:5][CH2:4][C@@H:3]([CH2:6][C:7]#[N:8])[CH2:2]2)=[O:22])[CH2:20][CH2:19]1, predict the reactants needed to synthesize it. The reactants are: [NH:1]1[CH2:5][CH2:4][C@@H:3]([CH2:6][C:7]#[N:8])[CH2:2]1.CCN(C(C)C)C(C)C.[CH:18]1([C:21](Cl)=[O:22])[CH2:20][CH2:19]1.CO. (8) Given the product [CH3:11][NH:12][CH2:7][CH2:6][C:5]1[CH:9]=[CH:10][C:2]([OH:1])=[CH:3][CH:4]=1, predict the reactants needed to synthesize it. The reactants are: [OH:1][C:2]1[CH:10]=[CH:9][C:5]([CH2:6][CH2:7]Br)=[CH:4][CH:3]=1.[CH3:11][NH2:12].